From a dataset of Reaction yield outcomes from USPTO patents with 853,638 reactions. Predict the reaction yield, written as a fraction of the theoretical maximum amount of product (1.0 means a 100% yield; for example, 0.34 means a 34% yield). (1) The reactants are [NH2:1][C:2]1[N:7]=[C:6]([NH2:8])[C:5]([OH:9])=[C:4]([CH2:10][CH3:11])[N:3]=1.O.[OH-].[Li+].Br[CH2:16][CH2:17][CH2:18][O:19][C:20]1[CH:34]=[CH:33][CH:32]=[CH:31][C:21]=1[O:22][CH2:23][CH2:24][CH2:25][C:26]([O:28]CC)=[O:27]. The catalyst is CN(C=O)C.O. The product is [NH2:1][C:2]1[N:7]=[C:6]([NH2:8])[C:5]([O:9][CH2:16][CH2:17][CH2:18][O:19][C:20]2[CH:34]=[CH:33][CH:32]=[CH:31][C:21]=2[O:22][CH2:23][CH2:24][CH2:25][C:26]([OH:28])=[O:27])=[C:4]([CH2:10][CH3:11])[N:3]=1. The yield is 0.590. (2) The reactants are Br[C:2]1[CH:9]=[C:8]([N:10]2[C:14]3=[N:15][CH:16]=[CH:17][C:18]([C:19]4[CH:20]=[N:21][C:22]5[C:27]([CH:28]=4)=[CH:26][CH:25]=[CH:24][CH:23]=5)=[C:13]3[C:12]([C:29]([F:32])([F:31])[F:30])=[N:11]2)[CH:7]=[CH:6][C:3]=1[C:4]#[N:5].[OH:33][C@H:34]1[CH2:39][CH2:38][C@H:37]([NH2:40])[CH2:36][CH2:35]1.CC(C)([O-])C.[Na+].C(OCC)(=O)C. The catalyst is O1CCOCC1.C([O-])(=O)C.[Pd+2].C([O-])(=O)C.O. The product is [OH:33][C@H:34]1[CH2:39][CH2:38][C@H:37]([NH:40][C:2]2[CH:9]=[C:8]([N:10]3[C:14]4=[N:15][CH:16]=[CH:17][C:18]([C:19]5[CH:20]=[N:21][C:22]6[C:27]([CH:28]=5)=[CH:26][CH:25]=[CH:24][CH:23]=6)=[C:13]4[C:12]([C:29]([F:32])([F:31])[F:30])=[N:11]3)[CH:7]=[CH:6][C:3]=2[C:4]#[N:5])[CH2:36][CH2:35]1. The yield is 0.750. (3) The reactants are [NH2:1][C:2]1[CH:7]=[CH:6][N:5]=[N:4][CH:3]=1.CC#N.N1C=CC=CC=1.[C:17]1([O:23][C:24](Cl)=[O:25])[CH:22]=[CH:21][CH:20]=[CH:19][CH:18]=1. The catalyst is C1COCC1. The product is [N:5]1[CH:6]=[CH:7][C:2]([NH:1][C:24](=[O:25])[O:23][C:17]2[CH:22]=[CH:21][CH:20]=[CH:19][CH:18]=2)=[CH:3][N:4]=1. The yield is 0.370.